Dataset: Full USPTO retrosynthesis dataset with 1.9M reactions from patents (1976-2016). Task: Predict the reactants needed to synthesize the given product. (1) Given the product [F:1][C:2]1[CH:3]=[CH:4][C:5]([C:8]2[CH:12]=[C:11]([C:13](=[O:15])[CH3:14])[O:10][N:9]=2)=[CH:6][CH:7]=1, predict the reactants needed to synthesize it. The reactants are: [F:1][C:2]1[CH:7]=[CH:6][C:5]([C:8]2[CH:12]=[C:11]([CH:13]([OH:15])[CH3:14])[O:10][N:9]=2)=[CH:4][CH:3]=1.CC(OI1(OC(C)=O)(OC(C)=O)OC(=O)C2C=CC=CC1=2)=O. (2) The reactants are: [CH3:1][O:2][C:3]1[C:12]([NH:13][C:14](=[O:18])OCC)=[N:11][C:10]2[C:5](=[CH:6][C:7]([CH3:20])=[C:8]([CH3:19])[CH:9]=2)[N:4]=1.[Cl:21][C:22]1[CH:23]=[C:24]([N:28]2[CH2:33][CH2:32][NH:31][CH2:30][CH2:29]2)[CH:25]=[CH:26][CH:27]=1. Given the product [CH3:1][O:2][C:3]1[C:12]([NH:13][C:14]([N:31]2[CH2:30][CH2:29][N:28]([C:24]3[CH:25]=[CH:26][CH:27]=[C:22]([Cl:21])[CH:23]=3)[CH2:33][CH2:32]2)=[O:18])=[N:11][C:10]2[C:5](=[CH:6][C:7]([CH3:20])=[C:8]([CH3:19])[CH:9]=2)[N:4]=1, predict the reactants needed to synthesize it. (3) Given the product [CH3:36][Si:5]([CH3:4])([C:32]([CH3:33])([CH3:35])[CH3:34])[O:6][CH2:7][C@H:8]1[C@H:12]([O:13][CH:14]2[CH2:19][CH2:18][CH2:17][CH2:16][O:15]2)[CH2:11][C@@H:10]([O:20][S:44]([CH3:47])(=[O:46])=[O:45])[C@@H:9]1[CH2:21][CH2:22][C@H:23]([O:31][S:44]([CH3:47])(=[O:46])=[O:45])[CH2:24][CH2:25][CH2:26][C:27]([O:29][CH3:30])=[O:28], predict the reactants needed to synthesize it. The reactants are: ClCCl.[CH3:4][Si:5]([CH3:36])([C:32]([CH3:35])([CH3:34])[CH3:33])[O:6][CH2:7][C@H:8]1[C@H:12]([O:13][CH:14]2[CH2:19][CH2:18][CH2:17][CH2:16][O:15]2)[CH2:11][C@@H:10]([OH:20])[C@@H:9]1[CH2:21][CH2:22][C@H:23]([OH:31])[CH2:24][CH2:25][CH2:26][C:27]([O:29][CH3:30])=[O:28].C(N(CC)CC)C.[S:44](Cl)([CH3:47])(=[O:46])=[O:45]. (4) Given the product [NH:48]1[C:43]2[CH:44]=[CH:45][CH:46]=[CH:47][C:42]=2[N:49]=[C:12]1[CH2:11][N:6]1[C:7]2[CH:8]=[CH:9][CH:10]=[C:2]([Br:1])[C:3]=2[C:4]2[CH2:19][CH2:18][N:17]([C:20]([O:22][C:23]([CH3:26])([CH3:25])[CH3:24])=[O:21])[CH2:16][CH2:15][C:5]1=2, predict the reactants needed to synthesize it. The reactants are: [Br:1][C:2]1[C:3]2[C:4]3[CH2:19][CH2:18][N:17]([C:20]([O:22][C:23]([CH3:26])([CH3:25])[CH3:24])=[O:21])[CH2:16][CH2:15][C:5]=3[N:6]([CH2:11][C:12](O)=O)[C:7]=2[CH:8]=[CH:9][CH:10]=1.C(N(CC)CC)C.ClC(OCC(C)C)=O.[C:42]1([NH2:49])[CH:47]=[CH:46][CH:45]=[CH:44][C:43]=1[NH2:48].C(O)(=O)C.